The task is: Binary Classification. Given a T-cell receptor sequence (or CDR3 region) and an epitope sequence, predict whether binding occurs between them.. This data is from TCR-epitope binding with 47,182 pairs between 192 epitopes and 23,139 TCRs. (1) The epitope is FLNRFTTTL. The TCR CDR3 sequence is CASSQSGAQETQYF. Result: 1 (the TCR binds to the epitope). (2) Result: 0 (the TCR does not bind to the epitope). The epitope is YYRRATRRIR. The TCR CDR3 sequence is CASSLSGSSYNEQFF. (3) The epitope is ALLADKFPV. The TCR CDR3 sequence is CASSTRGRNTEAFF. Result: 1 (the TCR binds to the epitope). (4) The epitope is ELAGIGILTV. The TCR CDR3 sequence is CASSGPANTGELFF. Result: 1 (the TCR binds to the epitope).